From a dataset of Full USPTO retrosynthesis dataset with 1.9M reactions from patents (1976-2016). Predict the reactants needed to synthesize the given product. (1) The reactants are: FC1C=C(C2C3CN(C(OC(C)(C)C)=O)CCC=3[NH:11][N:10]=2)C=CC=1F.[O:25]1[CH2:30][CH2:29][CH2:28][C:27](=O)[CH2:26]1.[Cl:32][C:33]1[CH:34]=[CH:35][C:36]([F:42])=[C:37]([CH:41]=1)[C:38](Cl)=O. Given the product [Cl:32][C:33]1[CH:34]=[CH:35][C:36]([F:42])=[C:37]([C:38]2[C:28]3[CH2:29][CH2:30][O:25][CH2:26][C:27]=3[NH:10][N:11]=2)[CH:41]=1, predict the reactants needed to synthesize it. (2) Given the product [Cl:1][C:2]1[CH:7]=[C:6]([Cl:8])[CH:5]=[CH:4][C:3]=1[C:9]1[N:10]=[C:11]([CH2:30][CH3:31])[C:12]([NH:17][C@@H:18]2[C:26]3[C:21](=[CH:22][CH:23]=[CH:24][CH:25]=3)[CH2:20][C@@H:19]2[O:27][CH2:28][CH2:29][F:35])=[N:13][C:14]=1[CH2:15][CH3:16], predict the reactants needed to synthesize it. The reactants are: [Cl:1][C:2]1[CH:7]=[C:6]([Cl:8])[CH:5]=[CH:4][C:3]=1[C:9]1[N:10]=[C:11]([CH2:30][CH3:31])[C:12]([NH:17][C@@H:18]2[C:26]3[C:21](=[CH:22][CH:23]=[CH:24][CH:25]=3)[CH2:20][C@@H:19]2[O:27][CH2:28][CH3:29])=[N:13][C:14]=1[CH2:15][CH3:16].BrCC[F:35]. (3) Given the product [CH3:1][C:2]1[CH:3]=[CH:4][C:5]([CH2:6][NH:7][C:8]([CH:10]2[CH2:13][NH:12][CH2:11]2)=[O:9])=[CH:21][CH:22]=1, predict the reactants needed to synthesize it. The reactants are: [CH3:1][C:2]1[CH:22]=[CH:21][C:5]([CH2:6][NH:7][C:8]([CH:10]2[CH2:13][N:12](C(OC(C)(C)C)=O)[CH2:11]2)=[O:9])=[CH:4][CH:3]=1. (4) Given the product [Cl:9][C:8]1[CH2:18][CH2:19][C:14]([CH2:21][F:22])([CH2:13][F:12])[CH2:15][C:16]=1[CH:17]=[O:20], predict the reactants needed to synthesize it. The reactants are: O=P(Cl)(Cl)Cl.C[N+](C)=[CH:8][Cl:9].[Cl-].[F:12][CH2:13][C:14]1([CH2:21][F:22])[CH2:19][CH2:18][C:17](=[O:20])[CH2:16][CH2:15]1.C([O-])(O)=O.[Na+]. (5) Given the product [C:32]1([S:38]([NH:1][C:2]2[CH:3]=[C:4]([C:24](=[O:31])[NH:25][C:26]3[NH:27][CH:28]=[CH:29][N:30]=3)[C:5]3[NH:9][C:8]([NH:10][C:11]([C:13]4[N:14]=[CH:15][C:16]5[C:21]([CH:22]=4)=[CH:20][CH:19]=[CH:18][CH:17]=5)=[O:12])=[N:7][C:6]=3[CH:23]=2)(=[O:40])=[O:39])[CH:37]=[CH:36][CH:35]=[CH:34][CH:33]=1, predict the reactants needed to synthesize it. The reactants are: [NH2:1][C:2]1[CH:3]=[C:4]([C:24](=[O:31])[NH:25][C:26]2[NH:27][CH:28]=[CH:29][N:30]=2)[C:5]2[N:9]=[C:8]([NH:10][C:11]([C:13]3[N:14]=[CH:15][C:16]4[C:21]([CH:22]=3)=[CH:20][CH:19]=[CH:18][CH:17]=4)=[O:12])[NH:7][C:6]=2[CH:23]=1.[C:32]1([S:38](Cl)(=[O:40])=[O:39])[CH:37]=[CH:36][CH:35]=[CH:34][CH:33]=1. (6) Given the product [Cl:1][C:2]1[CH:7]=[CH:6][CH:5]=[CH:4][C:3]=1[C:8]1[C:9]([CH2:20][C:21]([O:23][CH3:24])=[O:22])=[C:10]([C:13]2[CH:18]=[CH:17][C:16]([O:19][C:26]3[CH:31]=[CH:30][C:29]([C:32](=[O:35])[CH2:33][CH3:34])=[CH:28][CH:27]=3)=[CH:15][CH:14]=2)[S:11][CH:12]=1, predict the reactants needed to synthesize it. The reactants are: [Cl:1][C:2]1[CH:7]=[CH:6][CH:5]=[CH:4][C:3]=1[C:8]1[C:9]([CH2:20][C:21]([O:23][CH3:24])=[O:22])=[C:10]([C:13]2[CH:18]=[CH:17][C:16]([OH:19])=[CH:15][CH:14]=2)[S:11][CH:12]=1.F[C:26]1[CH:31]=[CH:30][C:29]([C:32](=[O:35])[CH2:33][CH3:34])=[CH:28][CH:27]=1. (7) Given the product [Cl:1][C:2]1[CH:36]=[CH:35][C:34]([CH2:37][CH2:38][O:39][CH3:40])=[CH:33][C:3]=1[CH2:4][N:5]([CH:30]1[CH2:31][CH2:32]1)[C:6]([C@@H:8]1[C@:13]([C:15]2[CH:20]=[CH:19][C:18]([F:21])=[C:17]([F:22])[CH:16]=2)([O:14][CH3:43])[CH2:12][CH2:11][N:10]([C:23]([O:25][C:26]([CH3:27])([CH3:28])[CH3:29])=[O:24])[CH2:9]1)=[O:7], predict the reactants needed to synthesize it. The reactants are: [Cl:1][C:2]1[CH:36]=[CH:35][C:34]([CH2:37][CH2:38][O:39][CH3:40])=[CH:33][C:3]=1[CH2:4][N:5]([CH:30]1[CH2:32][CH2:31]1)[C:6]([C@@H:8]1[C@:13]([C:15]2[CH:20]=[CH:19][C:18]([F:21])=[C:17]([F:22])[CH:16]=2)([OH:14])[CH2:12][CH2:11][N:10]([C:23]([O:25][C:26]([CH3:29])([CH3:28])[CH3:27])=[O:24])[CH2:9]1)=[O:7].[H-].[Na+].[CH3:43]I. (8) Given the product [C:26]([O:41][CH2:42][CH3:43])(=[O:72])[CH3:25].[CH3:69][CH2:70][CH2:22][CH2:23][CH2:24][CH3:25].[N:48]([CH2:49][CH2:71][OH:74])([CH2:46][CH2:45][OH:68])[CH2:67][CH2:51][OH:79], predict the reactants needed to synthesize it. The reactants are: ClP(N(C(C)C)C(C)C)C.C(N(CC)C(C)C)(C)C.CO[C:22]1[CH:70]=[CH:69][C:25]([C:26]([O:41][CH2:42][C@H:43]2O[C@@H:46]([N:48]3[C:67]4N=CN=C(NC(=O)COC5C=CC=CC=5)[C:51]=4N=[CH:49]3)[C@H:45]([OH:68])C2)(C2C=CC=CC=2)C2C=CC(OC)=CC=2)=[CH:24][CH:23]=1.[C:71]([O-:74])(O)=[O:72].[Na+].C1C[O:79]CC1. (9) The reactants are: [CH2:1]([Mg]Br)[CH3:2].[CH2:5]([N:12]1[C@H:16]([CH2:17][O:18][Si:19]([C:22]([CH3:25])([CH3:24])[CH3:23])([CH3:21])[CH3:20])[CH2:15][CH2:14][C:13]1=O)[C:6]1[CH:11]=[CH:10][CH:9]=[CH:8][CH:7]=1. Given the product [CH2:5]([N:12]1[C@H:16]([CH2:17][O:18][Si:19]([C:22]([CH3:25])([CH3:24])[CH3:23])([CH3:21])[CH3:20])[CH2:15][CH2:14][C:13]21[CH2:2][CH2:1]2)[C:6]1[CH:11]=[CH:10][CH:9]=[CH:8][CH:7]=1, predict the reactants needed to synthesize it.